Task: Predict the reaction yield, written as a fraction of the theoretical maximum amount of product (1.0 means a 100% yield; for example, 0.34 means a 34% yield).. Dataset: Reaction yield outcomes from USPTO patents with 853,638 reactions (1) The reactants are [C:1]([O:5][C:6]([NH:8][C@@H:9]([C:48]([SH:51])([CH3:50])[CH3:49])[C:10]([N:12]1[C@H:21]([C:22](=[O:34])[NH:23][C@H:24]2[C:33]3[C:28](=[CH:29][CH:30]=[CH:31][CH:32]=3)[CH2:27][CH2:26][CH2:25]2)[CH2:20][C:19]2[C:14](=[CH:15][C:16]([NH:35][C:36]([C:38]3[CH:47]=[CH:46][C:41]([C:42]([O:44][CH3:45])=[O:43])=[CH:40][CH:39]=3)=[O:37])=[CH:17][CH:18]=2)[CH2:13]1)=[O:11])=[O:7])([CH3:4])([CH3:3])[CH3:2].IC.[CH3:54]CN(C(C)C)C(C)C. The catalyst is C(Cl)Cl. The product is [C:1]([O:5][C:6]([NH:8][C@@H:9]([C:48]([CH3:50])([S:51][CH3:54])[CH3:49])[C:10]([N:12]1[C@H:21]([C:22](=[O:34])[NH:23][C@H:24]2[C:33]3[C:28](=[CH:29][CH:30]=[CH:31][CH:32]=3)[CH2:27][CH2:26][CH2:25]2)[CH2:20][C:19]2[C:14](=[CH:15][C:16]([NH:35][C:36]([C:38]3[CH:39]=[CH:40][C:41]([C:42]([O:44][CH3:45])=[O:43])=[CH:46][CH:47]=3)=[O:37])=[CH:17][CH:18]=2)[CH2:13]1)=[O:11])=[O:7])([CH3:4])([CH3:2])[CH3:3]. The yield is 0.980. (2) The reactants are [Br:1][C:2]1[C:11]2[CH2:10][CH2:9][CH2:8][C:7](=[O:12])[C:6]=2[CH:5]=[N:4][CH:3]=1.[CH3:13][C:14]([CH3:19])([CH2:17]O)[CH2:15][OH:16]. The catalyst is C1(C)C=CC=CC=1.C1(C)C=CC(S(O)(=O)=O)=CC=1. The product is [Br:1][C:2]1[C:11]2[CH2:10][CH2:9][CH2:8][C:7]3([O:16][CH2:15][C:14]([CH3:19])([CH3:17])[CH2:13][O:12]3)[C:6]=2[CH:5]=[N:4][CH:3]=1. The yield is 0.889.